From a dataset of Reaction yield outcomes from USPTO patents with 853,638 reactions. Predict the reaction yield, written as a fraction of the theoretical maximum amount of product (1.0 means a 100% yield; for example, 0.34 means a 34% yield). (1) The reactants are [C:1]([C:4]1[CH:9]=[C:8]([Cl:10])[CH:7]=[CH:6][C:5]=1[S:11][C:12]1[CH:20]=[CH:19][C:18]([F:21])=[CH:17][C:13]=1[C:14](O)=[O:15])(O)=[O:2].C(C1C=CC=C([N+]([O-])=O)C=1SC1C=CC(F)=CC=1C(O)=O)(O)=O.B. No catalyst specified. The product is [Cl:10][C:8]1[CH:7]=[CH:6][C:5]([S:11][C:12]2[CH:20]=[CH:19][C:18]([F:21])=[CH:17][C:13]=2[CH2:14][OH:15])=[C:4]([CH2:1][OH:2])[CH:9]=1. The yield is 0.510. (2) The reactants are [CH3:1][N:2]1[CH:6]=[C:5]([C:7]2[C:11]([CH3:12])=[C:10]([NH:13][C:14](=[O:22])OC3C=CC=CC=3)[N:9]([C:23]3[CH:28]=[CH:27][CH:26]=[CH:25][CH:24]=3)[N:8]=2)[CH:4]=[N:3]1.C1(C2C=CC(COC)=CC=2CN)CC1.[CH:43]1([C:46]2[CH:51]=[CH:50][C:49]([O:52][CH2:53][CH3:54])=[CH:48][C:47]=2[CH2:55][NH2:56])[CH2:45][CH2:44]1. No catalyst specified. The product is [CH:43]1([C:46]2[CH:51]=[CH:50][C:49]([O:52][CH2:53][CH3:54])=[CH:48][C:47]=2[CH2:55][NH:56][C:14]([NH:13][C:10]2[N:9]([C:23]3[CH:24]=[CH:25][CH:26]=[CH:27][CH:28]=3)[N:8]=[C:7]([C:5]3[CH:4]=[N:3][N:2]([CH3:1])[CH:6]=3)[C:11]=2[CH3:12])=[O:22])[CH2:44][CH2:45]1. The yield is 0.580.